From a dataset of Forward reaction prediction with 1.9M reactions from USPTO patents (1976-2016). Predict the product of the given reaction. (1) The product is: [CH3:18][O:17][CH2:16][CH2:15][N:12]1[CH:9]2[CH2:10][CH2:11][CH:1]1[C:2]1[CH:3]=[C:4]([NH2:13])[CH:5]=[CH:6][C:7]=1[CH2:8]2. Given the reactants [CH:1]12[NH:12][CH:9]([CH2:10][CH2:11]1)[CH2:8][C:7]1[CH:6]=[CH:5][C:4]([NH2:13])=[CH:3][C:2]2=1.Br[CH2:15][CH2:16][O:17][CH3:18].C(=O)([O-])[O-].[K+].[K+], predict the reaction product. (2) Given the reactants [NH2:1][C:2]([C:4]1[CH:5]=[N:6][C:7]2[C:12]([C:13]=1[NH:14][C:15]1[CH:16]=[C:17]([CH:21]=[CH:22][CH:23]=1)[C:18]([OH:20])=[O:19])=[CH:11][CH:10]=[C:9]([C:24]1[CH:29]=[CH:28][CH:27]=[C:26]([O:30]C)[CH:25]=1)[CH:8]=2)=[O:3].B(Br)(Br)Br.O, predict the reaction product. The product is: [NH2:1][C:2]([C:4]1[CH:5]=[N:6][C:7]2[C:12]([C:13]=1[NH:14][C:15]1[CH:16]=[C:17]([CH:21]=[CH:22][CH:23]=1)[C:18]([OH:20])=[O:19])=[CH:11][CH:10]=[C:9]([C:24]1[CH:29]=[CH:28][CH:27]=[C:26]([OH:30])[CH:25]=1)[CH:8]=2)=[O:3]. (3) Given the reactants [OH-].[Li+].[C:3]1([S:13]([N:16]2[CH2:21][CH2:20][CH2:19][CH2:18][CH:17]2[CH2:22][CH2:23][CH2:24][C:25]([O:27]C)=[O:26])(=[O:15])=[O:14])[C:12]2[C:7](=[CH:8][CH:9]=[CH:10][CH:11]=2)[CH:6]=[CH:5][CH:4]=1, predict the reaction product. The product is: [C:3]1([S:13]([N:16]2[CH2:21][CH2:20][CH2:19][CH2:18][CH:17]2[CH2:22][CH2:23][CH2:24][C:25]([OH:27])=[O:26])(=[O:15])=[O:14])[C:12]2[C:7](=[CH:8][CH:9]=[CH:10][CH:11]=2)[CH:6]=[CH:5][CH:4]=1. (4) Given the reactants [Cl:1][C:2]1[N:7]=[C:6]([NH2:8])[C:5]([NH2:9])=[CH:4][C:3]=1[C:10]1[CH:15]=[CH:14][CH:13]=[C:12]([Cl:16])[C:11]=1[Cl:17].[F:18][C:19]([F:24])([F:23])[C:20](O)=O, predict the reaction product. The product is: [Cl:1][C:2]1[N:7]=[C:6]2[N:8]=[C:20]([C:19]([F:24])([F:23])[F:18])[NH:9][C:5]2=[CH:4][C:3]=1[C:10]1[CH:15]=[CH:14][CH:13]=[C:12]([Cl:16])[C:11]=1[Cl:17]. (5) Given the reactants [Cl:1][C:2]1[N:10]=[C:9]2[C:5]([N:6]=[C:7]([CH:12]=O)[N:8]2[CH3:11])=[C:4]([N:14]2[CH2:19][CH2:18][O:17][CH2:16][CH2:15]2)[N:3]=1.Cl.[O:21]1[CH2:26][CH2:25][CH:24]([CH:27]2[CH2:30][NH:29][CH2:28]2)[CH2:23][CH2:22]1.C(O[BH-](OC(=O)C)OC(=O)C)(=O)C.[Na+], predict the reaction product. The product is: [Cl:1][C:2]1[N:10]=[C:9]2[C:5]([N:6]=[C:7]([CH2:12][N:29]3[CH2:30][CH:27]([CH:24]4[CH2:25][CH2:26][O:21][CH2:22][CH2:23]4)[CH2:28]3)[N:8]2[CH3:11])=[C:4]([N:14]2[CH2:19][CH2:18][O:17][CH2:16][CH2:15]2)[N:3]=1. (6) Given the reactants CC([O-])=O.CC([O-])=O.[Cu+2:9].[CH:10]1[CH:29]=[CH:28][C:26](=[O:27])/[C:12](=[CH:13]/[NH:14][CH2:15][CH2:16][NH:17]/[CH:18]=[C:19]2/[CH:20]=[CH:21][CH:22]=[CH:23][C:24]/2=[O:25])/[CH:11]=1, predict the reaction product. The product is: [CH:21]1[CH:20]=[C:19]([CH:18]=[N:17][CH2:16][CH2:15][N:14]=[CH:13][C:12]2[C:26]([O-:27])=[CH:28][CH:29]=[CH:10][CH:11]=2)[C:24]([O-:25])=[CH:23][CH:22]=1.[Cu+2:9].